From a dataset of Catalyst prediction with 721,799 reactions and 888 catalyst types from USPTO. Predict which catalyst facilitates the given reaction. (1) Reactant: C(=O)([O-])[O-].[K+].[K+].[CH2:7]([O:9][C:10](=[O:15])[CH2:11][CH2:12][CH2:13][NH2:14])[CH3:8].[C:16]([C@H:19](OS(C)(=O)=O)[CH2:20][CH3:21])(=[O:18])[NH2:17]. Product: [CH2:7]([O:9][C:10](=[O:15])[CH2:11][CH2:12][CH2:13][NH:14][C@H:19]([C:16](=[O:18])[NH2:17])[CH2:20][CH3:21])[CH3:8]. The catalyst class is: 10. (2) Reactant: [Cl:1][C:2]1[C:3]([CH3:15])=[C:4]([NH:9][CH:10]([CH2:13][CH3:14])[CH2:11][CH3:12])[C:5]([NH2:8])=[N:6][CH:7]=1.[C:16](C1NC=CN=1)(C1NC=CN=1)=[O:17]. Product: [Cl:1][C:2]1[C:3]([CH3:15])=[C:4]2[N:9]([CH:10]([CH2:13][CH3:14])[CH2:11][CH3:12])[C:16]([OH:17])=[N:8][C:5]2=[N:6][CH:7]=1. The catalyst class is: 1.